Binary Classification. Given a T-cell receptor sequence (or CDR3 region) and an epitope sequence, predict whether binding occurs between them. From a dataset of TCR-epitope binding with 47,182 pairs between 192 epitopes and 23,139 TCRs. (1) The epitope is YLQPRTFLL. The TCR CDR3 sequence is CASSLEIVGETEAFF. Result: 0 (the TCR does not bind to the epitope). (2) The epitope is RLRAEAQVK. The TCR CDR3 sequence is CASSMTPLGEDTQYF. Result: 1 (the TCR binds to the epitope).